Task: Predict the product of the given reaction.. Dataset: Forward reaction prediction with 1.9M reactions from USPTO patents (1976-2016) (1) Given the reactants [F:1][C:2]1([F:14])[O:6][C:5]2[CH:7]=[CH:8][C:9]([C:11](O)=[O:12])=[CH:10][C:4]=2[O:3]1.COCCO[AlH2-]OCCOC.[Na+].[OH-].[Na+], predict the reaction product. The product is: [F:14][C:2]1([F:1])[O:6][C:5]2[CH:7]=[CH:8][C:9]([CH2:11][OH:12])=[CH:10][C:4]=2[O:3]1. (2) Given the reactants [O:1]1[CH2:6][CH2:5][CH:4]([C:7]2[C:8]([O:13][C:14]3[CH:20]=[CH:19][C:17]([NH2:18])=[CH:16][CH:15]=3)=[N:9][CH:10]=[CH:11][CH:12]=2)[CH2:3][CH2:2]1.Br[C:22]1[CH:27]=[CH:26][C:25]([CH3:28])=[CH:24][N:23]=1.CC(C)([O-])C.[Na+], predict the reaction product. The product is: [CH3:28][C:25]1[CH:26]=[CH:27][C:22]([NH:18][C:17]2[CH:16]=[CH:15][C:14]([O:13][C:8]3[C:7]([CH:4]4[CH2:3][CH2:2][O:1][CH2:6][CH2:5]4)=[CH:12][CH:11]=[CH:10][N:9]=3)=[CH:20][CH:19]=2)=[N:23][CH:24]=1. (3) Given the reactants [NH2:1][C:2]1[CH:11]=[CH:10][CH:9]=[C:8]2[C:3]=1[CH:4]=[CH:5][N:6]([C:13]1[C:14]([O:19][CH3:20])=[N:15][CH:16]=[CH:17][CH:18]=1)[C:7]2=[O:12].[Cl:21][C:22]1[CH:27]=[CH:26][C:25]([CH2:28][C:29](O)=[O:30])=[CH:24][C:23]=1[C:32]([F:35])([F:34])[F:33].F[P-](F)(F)(F)(F)F.C[N+](C)=C(N(C)C)ON1C2N=CC=CC=2N=N1.C(N(CC)C(C)C)(C)C, predict the reaction product. The product is: [Cl:21][C:22]1[CH:27]=[CH:26][C:25]([CH2:28][C:29]([NH:1][C:2]2[CH:11]=[CH:10][CH:9]=[C:8]3[C:3]=2[CH:4]=[CH:5][N:6]([C:13]2[C:14]([O:19][CH3:20])=[N:15][CH:16]=[CH:17][CH:18]=2)[C:7]3=[O:12])=[O:30])=[CH:24][C:23]=1[C:32]([F:33])([F:34])[F:35].